Dataset: Forward reaction prediction with 1.9M reactions from USPTO patents (1976-2016). Task: Predict the product of the given reaction. (1) Given the reactants C([O:4][CH2:5][C@@:6]([NH:27]C(=O)C)([CH3:26])[CH2:7][CH2:8][C:9]1[O:10][C:11]([C:14](=[O:25])[CH2:15][CH2:16][CH2:17][O:18][C:19]2[CH:24]=[CH:23][CH:22]=[CH:21][CH:20]=2)=[CH:12][CH:13]=1)(=O)C.O1CCCC1.CO.[OH2:38].[OH-:39].[Li+], predict the reaction product. The product is: [C:17]([OH:18])(=[O:39])/[CH:16]=[CH:15]/[C:14]([OH:25])=[O:38].[NH2:27][C@:6]([CH3:26])([CH2:7][CH2:8][C:9]1[O:10][C:11]([C:14](=[O:25])[CH2:15][CH2:16][CH2:17][O:18][C:19]2[CH:24]=[CH:23][CH:22]=[CH:21][CH:20]=2)=[CH:12][CH:13]=1)[CH2:5][OH:4]. (2) Given the reactants [NH2:1][C@@H:2]([CH:5]([CH2:8][CH3:9])[CH2:6][CH3:7])[CH2:3][OH:4].C(N(CC)CC)C.[Cl:17][C:18]1[S:22][C:21]([S:23](Cl)(=[O:25])=[O:24])=[CH:20][CH:19]=1, predict the reaction product. The product is: [Cl:17][C:18]1[S:22][C:21]([S:23]([NH:1][C@H:2]([CH2:3][OH:4])[CH:5]([CH2:8][CH3:9])[CH2:6][CH3:7])(=[O:25])=[O:24])=[CH:20][CH:19]=1. (3) The product is: [F:2][C:3]1[CH:8]=[CH:7][C:6]([CH:9]([C:17]2[CH:18]=[CH:19][C:20]([F:23])=[CH:21][CH:22]=2)[CH:10]2[C:15](=[O:16])[CH2:14][CH2:13][N:12]([CH2:25][C:26]3[CH:31]=[C:30]([N+:32]([O-:34])=[O:33])[CH:29]=[CH:28][C:27]=3[OH:35])[CH2:11]2)=[CH:5][CH:4]=1. Given the reactants Cl.[F:2][C:3]1[CH:8]=[CH:7][C:6]([CH:9]([C:17]2[CH:22]=[CH:21][C:20]([F:23])=[CH:19][CH:18]=2)[CH:10]2[C:15](=[O:16])[CH2:14][CH2:13][NH:12][CH2:11]2)=[CH:5][CH:4]=1.Cl[CH2:25][C:26]1[CH:31]=[C:30]([N+:32]([O-:34])=[O:33])[CH:29]=[CH:28][C:27]=1[OH:35].C(=O)([O-])[O-].[K+].[K+], predict the reaction product. (4) Given the reactants [N:1]([CH2:4][CH2:5][CH2:6][C:7]1[CH:12]=[CH:11][C:10]([NH:13][C:14]2[N:19]=[CH:18][C:17]([CH2:20][C:21]([NH2:23])=[O:22])=[C:16]([NH:24][CH2:25][C:26]3[CH:31]=[C:30]([F:32])[CH:29]=[C:28]([F:33])[CH:27]=3)[CH:15]=2)=[CH:9][CH:8]=1)=[N+]=[N-], predict the reaction product. The product is: [NH2:1][CH2:4][CH2:5][CH2:6][C:7]1[CH:12]=[CH:11][C:10]([NH:13][C:14]2[N:19]=[CH:18][C:17]([CH2:20][C:21]([NH2:23])=[O:22])=[C:16]([NH:24][CH2:25][C:26]3[CH:31]=[C:30]([F:32])[CH:29]=[C:28]([F:33])[CH:27]=3)[CH:15]=2)=[CH:9][CH:8]=1. (5) Given the reactants [CH3:1][O:2][C:3]1[CH:4]=[C:5]([C:11]2[CH2:15][CH:14]([CH2:16][CH2:17][CH:18]=O)[O:13][N:12]=2)[CH:6]=[CH:7][C:8]=1[O:9][CH3:10].Cl.[CH2:21]([O:23][C:24]1[CH:29]=[CH:28][CH:27]=[CH:26][C:25]=1[N:30]1[CH2:35][CH2:34][NH:33][CH2:32][CH2:31]1)[CH3:22].[BH-](OC(C)=O)(OC(C)=O)OC(C)=O.[Na+].C(N(C(C)C)CC)(C)C, predict the reaction product. The product is: [CH3:1][O:2][C:3]1[CH:4]=[C:5]([C:11]2[CH2:15][CH:14]([CH2:16][CH2:17][CH2:18][N:33]3[CH2:32][CH2:31][N:30]([C:25]4[CH:26]=[CH:27][CH:28]=[CH:29][C:24]=4[O:23][CH2:21][CH3:22])[CH2:35][CH2:34]3)[O:13][N:12]=2)[CH:6]=[CH:7][C:8]=1[O:9][CH3:10]. (6) Given the reactants [NH2:1][C:2]1[NH:6][N:5]=[C:4]([C:7]2[CH:12]=[CH:11][C:10]([Cl:13])=[CH:9][CH:8]=2)[CH:3]=1.[C:14](O)(=[O:17])[CH2:15][SH:16].[Al], predict the reaction product. The product is: [Cl:13][C:10]1[CH:11]=[CH:12][C:7]([C:4]2[CH:3]=[C:2]([NH:1][C:14](=[O:17])[CH2:15][SH:16])[NH:6][N:5]=2)=[CH:8][CH:9]=1.